This data is from Tyrosyl-DNA phosphodiesterase HTS with 341,365 compounds. The task is: Binary Classification. Given a drug SMILES string, predict its activity (active/inactive) in a high-throughput screening assay against a specified biological target. (1) The molecule is N(c1c(N)cc(cc1)C#N)c1ccccc1. The result is 0 (inactive). (2) The drug is S(=O)(=O)(N1C(CC(O)C1)C(OCC(=O)N1CCCCCC1)=O)c1ccc(OC)cc1. The result is 0 (inactive). (3) The molecule is FC(F)(F)c1nc(n2nc([N+]([O-])=O)cc2)nc(c2cc(OC)ccc2)c1. The result is 0 (inactive). (4) The drug is ClC1=C/C(=c2\[nH][nH]c(c3c([N+]([O-])=O)cccc3)c2)C(=O)C=C1. The result is 0 (inactive). (5) The molecule is S(Cc1nc(sc1)C)c1sc(nn1)C. The result is 0 (inactive). (6) The drug is S(CC(=O)Nc1sc(nn1)C)c1nnc(c2occc2)cc1. The result is 1 (active). (7) The molecule is S(c1n(CCCCCC)c(=O)c2c(n1)cccc2)CC#N. The result is 0 (inactive).